Dataset: Catalyst prediction with 721,799 reactions and 888 catalyst types from USPTO. Task: Predict which catalyst facilitates the given reaction. (1) Reactant: [C:1]1([C@@H:7]2[CH2:9][C@H:8]2[CH:10]=O)[CH:6]=[CH:5][CH:4]=[CH:3][CH:2]=1.[C:12](=O)([O-])[O-].[K+].[K+].[N+](=C(P(=O)(OC)OC)C(=O)C)=[N-]. Product: [C:10]([C@@H:8]1[CH2:9][C@H:7]1[C:1]1[CH:6]=[CH:5][CH:4]=[CH:3][CH:2]=1)#[CH:12]. The catalyst class is: 24. (2) Reactant: C(O[C:6](=[O:17])[NH:7][C:8]1[C:13]([CH:14]=[O:15])=[C:12]([Cl:16])[CH:11]=[CH:10][N:9]=1)(C)(C)C.[NH2:18][CH2:19][CH2:20]O.CC(O)=O. Product: [Cl:16][C:12]1[C:13]2[CH:14]3[O:15][CH2:20][CH2:19][N:18]3[C:6](=[O:17])[NH:7][C:8]=2[N:9]=[CH:10][CH:11]=1. The catalyst class is: 11. (3) Reactant: [OH:1][C:2]1[CH:7]=[CH:6][C:5]([C:8]2([C:14]#[N:15])[CH2:13][CH2:12][O:11][CH2:10][CH2:9]2)=[CH:4][CH:3]=1.C(P(CCCC)CCCC)CCC.[CH3:29][C@@H:30]1[CH2:34][CH2:33][CH2:32][N:31]1[CH2:35][CH2:36][CH2:37]O. Product: [NH3:15].[CH3:29][C@H:30]1[CH2:34][CH2:33][CH2:32][N:31]1[CH2:35][CH2:36][CH2:37][O:1][C:2]1[CH:7]=[CH:6][C:5]([C:8]2([C:14]#[N:15])[CH2:13][CH2:12][O:11][CH2:10][CH2:9]2)=[CH:4][CH:3]=1. The catalyst class is: 359. (4) Reactant: Cl[C:2]1[C:11]2[C:6](=[CH:7][C:8]([O:14][CH2:15][CH:16]3[CH2:21][CH2:20][N:19]([CH3:22])[CH2:18][CH2:17]3)=[C:9]([O:12][CH3:13])[CH:10]=2)[N:5]=[CH:4][N:3]=1.[Cl:23][C:24]1[CH:30]=[C:29]([F:31])[C:27]([NH2:28])=[C:26]([F:32])[CH:25]=1.[H-].[Na+]. Product: [Cl:23][C:24]1[CH:30]=[C:29]([F:31])[C:27]([NH:28][C:2]2[C:11]3[C:6](=[CH:7][C:8]([O:14][CH2:15][CH:16]4[CH2:21][CH2:20][N:19]([CH3:22])[CH2:18][CH2:17]4)=[C:9]([O:12][CH3:13])[CH:10]=3)[N:5]=[CH:4][N:3]=2)=[C:26]([F:32])[CH:25]=1. The catalyst class is: 3. (5) Reactant: [CH2:1](Br)[CH:2]=[CH2:3].C1CCN2C(=NCCC2)CC1.[CH2:16]([NH:18][C:19](=[O:21])[O-:20])[CH3:17].[OH:22][C:23]1[C:24]([I:37])=[CH:25][C:26]2[CH:27]([CH2:35]C)[CH:28]3[CH2:32][NH:31][CH2:30][CH:29]3[C:33]=2[CH:34]=1. Product: [CH2:16]([NH:18][C:19](=[O:20])[O-:21])[CH3:17].[CH2:1]([O:22][C:23]1[C:24]([I:37])=[CH:25][C:26]2[CH:27]([CH3:35])[CH:28]3[CH2:32][NH:31][CH2:30][CH:29]3[C:33]=2[CH:34]=1)[CH:2]=[CH2:3]. The catalyst class is: 34. (6) Reactant: [OH:1][C:2]1[CH:19]=[CH:18][C:17]2[C@@H:16]3[C@H:7]([C@H:8]4[C@@:12]([CH2:14][CH2:15]3)([CH3:13])[C:11](=[O:20])[CH2:10][CH2:9]4)[CH2:6][CH2:5][C:4]=2[C:3]=1[CH3:21].[C:22]12(O)[CH2:31][CH:26]3[CH2:27][CH:28]([CH2:30][CH:24]([CH2:25]3)[CH2:23]1)[CH2:29]2.B(F)(F)F.CCOCC. Product: [C:22]12([C:19]3[C:2]([OH:1])=[C:3]([CH3:21])[C:4]4[CH2:5][CH2:6][C@@H:7]5[C@@H:16]([C:17]=4[CH:18]=3)[CH2:15][CH2:14][C@@:12]3([CH3:13])[C@H:8]5[CH2:9][CH2:10][C:11]3=[O:20])[CH2:31][CH:26]3[CH2:27][CH:28]([CH2:30][CH:24]([CH2:25]3)[CH2:23]1)[CH2:29]2. The catalyst class is: 605. (7) Reactant: [H-].[Na+].[CH:3]([C:6]1[CH:11]=[CH:10][CH:9]=[CH:8][C:7]=1[OH:12])([CH3:5])[CH3:4].[CH3:13][O:14][CH2:15]Cl.CO. Product: [CH:3]([C:6]1[CH:11]=[CH:10][CH:9]=[CH:8][C:7]=1[O:12][CH2:13][O:14][CH3:15])([CH3:5])[CH3:4]. The catalyst class is: 30. (8) Reactant: [O:1]1[C:6]2[CH:7]=[CH:8][C:9](C=O)=[CH:10][C:5]=2[O:4][CH2:3][CH2:2]1.C1C=C(Cl)C=C(C(OO)=[O:21])C=1.C([O-])(O)=O.[Na+]. Product: [O:1]1[C:6]2[CH:7]=[CH:8][C:9]([OH:21])=[CH:10][C:5]=2[O:4][CH2:3][CH2:2]1. The catalyst class is: 2. (9) Product: [C:7]([NH2:9])(=[O:8])[C:6]1[CH:16]=[CH:17][CH:3]=[CH:4][CH:5]=1. Reactant: NC[C:3]1[CH:17]=[CH:16][C:6]([C:7]([NH:9]C2C=NC=CC=2)=[O:8])=[CH:5][CH:4]=1.S1C=CC(S(Cl)(=O)=O)=C1. The catalyst class is: 17.